From a dataset of Full USPTO retrosynthesis dataset with 1.9M reactions from patents (1976-2016). Predict the reactants needed to synthesize the given product. (1) Given the product [CH:8]([O:11][C:12]1[CH:13]=[CH:14][C:15]([O:18][C:19]2[CH:29]=[CH:28][C:22]([O:23][CH2:24][CH:25]([NH:27][C:3](=[O:4])[CH3:2])[CH3:26])=[CH:21][CH:20]=2)=[N:16][CH:17]=1)([CH3:9])[CH3:10], predict the reactants needed to synthesize it. The reactants are: F[C:2](F)(F)[C:3](O)=[O:4].[CH:8]([O:11][C:12]1[CH:13]=[CH:14][C:15]([O:18][C:19]2[CH:29]=[CH:28][C:22]([O:23][CH2:24][CH:25]([NH2:27])[CH3:26])=[CH:21][CH:20]=2)=[N:16][CH:17]=1)([CH3:10])[CH3:9].C(OC(=O)C)(=O)C. (2) The reactants are: [Cl:1][C:2]1[C:11]2[C:6](=[CH:7][CH:8]=[CH:9][CH:10]=2)[CH:5]=[CH:4][C:3]=1[O:12][CH2:13][CH:14]([NH2:16])[CH3:15].[O:17]1[CH:21]=[CH:20][CH:19]=[C:18]1[CH:22]=O. Given the product [Cl:1][C:2]1[C:11]2[C:6](=[CH:7][CH:8]=[CH:9][CH:10]=2)[CH:5]=[CH:4][C:3]=1[O:12][CH2:13][CH:14]([NH:16][CH2:22][C:18]1[O:17][CH:21]=[CH:20][CH:19]=1)[CH3:15], predict the reactants needed to synthesize it.